This data is from Forward reaction prediction with 1.9M reactions from USPTO patents (1976-2016). The task is: Predict the product of the given reaction. Given the reactants [C:1]1([C:18]2[CH:23]=[CH:22][CH:21]=[CH:20][CH:19]=2)[CH:6]=[CH:5][C:4]([S:7]([N:10]2[CH2:14][CH2:13][S:12][CH:11]2[C:15]([OH:17])=O)(=[O:9])=[O:8])=[CH:3][CH:2]=1.[NH2:24][CH:25]([C:29]1[CH:34]=[CH:33][C:32]([F:35])=[CH:31][CH:30]=1)[CH2:26][CH2:27][OH:28], predict the reaction product. The product is: [C:1]1([C:18]2[CH:19]=[CH:20][CH:21]=[CH:22][CH:23]=2)[CH:6]=[CH:5][C:4]([S:7]([N:10]2[CH2:14][CH2:13][S:12][CH:11]2[C:15]([NH:24][CH:25]([C:29]2[CH:30]=[CH:31][C:32]([F:35])=[CH:33][CH:34]=2)[CH2:26][CH2:27][OH:28])=[O:17])(=[O:8])=[O:9])=[CH:3][CH:2]=1.